Dataset: Forward reaction prediction with 1.9M reactions from USPTO patents (1976-2016). Task: Predict the product of the given reaction. (1) The product is: [CH2:1]([O:3][C:4]1[CH:9]=[CH:8][C:7]([C@H:10]([C:21]2[CH:26]=[CH:25][CH:24]=[CH:23][C:22]=2[CH3:27])[CH2:11][C:12]([C:14]2[CH:19]=[CH:18][N:17]=[C:16]([CH3:20])[CH:15]=2)=[N:29][OH:30])=[CH:6][CH:5]=1)[CH3:2]. Given the reactants [CH2:1]([O:3][C:4]1[CH:9]=[CH:8][C:7]([C@H:10]([C:21]2[CH:26]=[CH:25][CH:24]=[CH:23][C:22]=2[CH3:27])[CH2:11][C:12]([C:14]2[CH:19]=[CH:18][N:17]=[C:16]([CH3:20])[CH:15]=2)=O)=[CH:6][CH:5]=1)[CH3:2].Cl.[NH2:29][OH:30].C(=O)([O-])O.[Na+], predict the reaction product. (2) Given the reactants [CH:1]12[NH:8][CH:5]([CH2:6][CH2:7]1)[CH2:4][CH2:3][CH2:2]2.[CH3:9][N:10]([CH3:20])[C:11]1[CH:19]=[CH:18][C:14]([C:15](Cl)=[O:16])=[CH:13][CH:12]=1.C1C[O:24]CC1, predict the reaction product. The product is: [CH3:9][N:10]([CH3:20])[C:11]1[CH:19]=[CH:18][C:14]([C:15]([N:8]2[CH:5]3[CH2:6][CH2:7][CH:1]2[CH2:2][C:3](=[O:24])[CH2:4]3)=[O:16])=[CH:13][CH:12]=1. (3) The product is: [Cl:22][C:17]1[CH:16]=[C:15]([C:13]2[N:14]=[C:10]([C:8]3[CH:7]=[CH:6][C:5]([C:31]4[CH:30]=[CH:29][CH:28]=[C:27]([O:26][CH3:25])[N:32]=4)=[C:4]([CH:9]=3)[C:3]([OH:24])=[O:2])[S:11][CH:12]=2)[CH:20]=[CH:19][C:18]=1[Cl:21]. Given the reactants C[O:2][C:3](=[O:24])[C:4]1[CH:9]=[C:8]([C:10]2[S:11][CH:12]=[C:13]([C:15]3[CH:20]=[CH:19][C:18]([Cl:21])=[C:17]([Cl:22])[CH:16]=3)[N:14]=2)[CH:7]=[CH:6][C:5]=1Br.[CH3:25][O:26][C:27]1[N:32]=[C:31](B(O)O)[CH:30]=[CH:29][CH:28]=1, predict the reaction product. (4) Given the reactants [CH2:1]([N:8]1[CH2:12][CH:11]([C:13]2[CH:18]=[CH:17][C:16]([Cl:19])=[C:15]([Cl:20])[CH:14]=2)[CH:10]([NH:21][CH3:22])[CH2:9]1)[C:2]1[CH:7]=[CH:6][CH:5]=[CH:4][CH:3]=1.Br[CH2:24][C:25]1[CH:30]=[CH:29][C:28]([C:31]([F:34])([F:33])[F:32])=[CH:27][CH:26]=1.CCN(CC)CC, predict the reaction product. The product is: [CH2:1]([N:8]1[CH2:12][CH:11]([C:13]2[CH:18]=[CH:17][C:16]([Cl:19])=[C:15]([Cl:20])[CH:14]=2)[CH:10]([N:21]([CH3:22])[CH2:24][C:25]2[CH:30]=[CH:29][C:28]([C:31]([F:34])([F:33])[F:32])=[CH:27][CH:26]=2)[CH2:9]1)[C:2]1[CH:3]=[CH:4][CH:5]=[CH:6][CH:7]=1. (5) Given the reactants [O:1]=[C:2]1[NH:7][C:6]2[CH:8]=[C:9]([C:12]#[N:13])[CH:10]=[CH:11][C:5]=2[O:4][CH2:3]1.[H-].[Na+].CS(O[CH2:21][CH2:22][N:23]1[CH2:28][CH:27]2[CH:25]([CH:26]2[NH:29][C:30]([O:32][C:33]([CH3:36])([CH3:35])[CH3:34])=[O:31])[CH2:24]1)(=O)=O.COC1C=C2C(C=CC(=O)N2CCN2CCC(NC(=O)OC(C)(C)C)CC2)=CC=1, predict the reaction product. The product is: [C:12]([C:9]1[CH:10]=[CH:11][C:5]2[O:4][CH2:3][C:2](=[O:1])[N:7]([CH2:21][CH2:22][N:23]3[CH2:24][CH:25]4[CH:27]([CH:26]4[NH:29][C:30](=[O:31])[O:32][C:33]([CH3:36])([CH3:35])[CH3:34])[CH2:28]3)[C:6]=2[CH:8]=1)#[N:13]. (6) Given the reactants N1(C[CH2:8][O:9][C:10](=[O:29])[CH2:11][C:12]2[CH:17]=[CH:16][C:15]([O:18][CH3:19])=[C:14]([O:20][CH2:21][CH2:22][N:23]3[CH2:28][CH2:27][CH2:26][CH2:25][CH2:24]3)[CH:13]=2)CCCCC1.[OH-].[K+].Cl, predict the reaction product. The product is: [CH3:8][O:9][C:10](=[O:29])[CH2:11][C:12]1[CH:17]=[CH:16][C:15]([O:18][CH3:19])=[C:14]([O:20][CH2:21][CH2:22][N:23]2[CH2:28][CH2:27][CH2:26][CH2:25][CH2:24]2)[CH:13]=1. (7) The product is: [C:15]([C:17]1([NH:20][C:21]([C@@H:22]([NH:23][C@@H:24]([C:29]2[CH:30]=[CH:31][C:32]([C:2]3[S:3][CH:4]=[C:5]([C:7]4([C:10]([O:12][CH2:13][CH3:14])=[O:11])[CH2:9][CH2:8]4)[N:6]=3)=[CH:33][CH:34]=2)[C:25]([F:26])([F:28])[F:27])[CH2:44][C:45]([F:48])([CH3:47])[CH3:46])=[O:49])[CH2:19][CH2:18]1)#[N:16]. Given the reactants Br[C:2]1[S:3][CH:4]=[C:5]([C:7]2([C:10]([O:12][CH2:13][CH3:14])=[O:11])[CH2:9][CH2:8]2)[N:6]=1.[C:15]([C:17]1([NH:20][C:21](=[O:49])[C@H:22]([CH2:44][C:45]([F:48])([CH3:47])[CH3:46])[NH:23][C@@H:24]([C:29]2[CH:34]=[CH:33][C:32](B3OC(C)(C)C(C)(C)O3)=[CH:31][CH:30]=2)[C:25]([F:28])([F:27])[F:26])[CH2:19][CH2:18]1)#[N:16], predict the reaction product.